Task: Predict the product of the given reaction.. Dataset: Forward reaction prediction with 1.9M reactions from USPTO patents (1976-2016) The product is: [F:1][C:2]1[CH:3]=[C:4]([N:8]([CH2:9][CH3:10])[C:12]2[S:11][CH2:17][C:15](=[O:16])[N:14]=2)[CH:5]=[CH:6][CH:7]=1. Given the reactants [F:1][C:2]1[CH:3]=[C:4]([NH:8][CH2:9][CH3:10])[CH:5]=[CH:6][CH:7]=1.[S:11]1[CH2:17][C:15](=[O:16])[NH:14][C:12]1=S.CCN(C(C)C)C(C)C, predict the reaction product.